Dataset: Forward reaction prediction with 1.9M reactions from USPTO patents (1976-2016). Task: Predict the product of the given reaction. Given the reactants [CH3:1][C:2]1[O:6][N:5]=[C:4]([C:7]2[CH:12]=[CH:11][CH:10]=[CH:9][CH:8]=2)[C:3]=1[C:13]([OH:15])=O.[N:16]1([CH2:22][C:23]([N:25]2[CH2:29][CH2:28][CH2:27][CH2:26]2)=[O:24])[CH2:21][CH2:20][NH:19][CH2:18][CH2:17]1.F[B-](F)(F)F.N1(OC(N(C)C)=[N+](C)C)C2C=CC=CC=2N=N1.C(N(C(C)C)CC)(C)C, predict the reaction product. The product is: [CH3:1][C:2]1[O:6][N:5]=[C:4]([C:7]2[CH:8]=[CH:9][CH:10]=[CH:11][CH:12]=2)[C:3]=1[C:13]([N:19]1[CH2:18][CH2:17][N:16]([CH2:22][C:23](=[O:24])[N:25]2[CH2:26][CH2:27][CH2:28][CH2:29]2)[CH2:21][CH2:20]1)=[O:15].